Dataset: Catalyst prediction with 721,799 reactions and 888 catalyst types from USPTO. Task: Predict which catalyst facilitates the given reaction. (1) Reactant: [N+:1]([O-:4])(O)=[O:2].[Br:5][C:6]1[C:10]2[C:11](=[O:15])[NH:12][CH:13]=[CH:14][C:9]=2[S:8][C:7]=1[CH3:16]. Product: [Br:5][C:6]1[C:10]2[C:11](=[O:15])[NH:12][CH:13]=[C:14]([N+:1]([O-:4])=[O:2])[C:9]=2[S:8][C:7]=1[CH3:16]. The catalyst class is: 65. (2) Reactant: O(C([N:8]1[CH2:39][CH2:38][CH:37]([C:40]2[CH:45]=[CH:44][CH:43]=[CH:42][CH:41]=2)[C@H:9]1[C:10]([N:12]1[CH2:36][CH2:35][CH2:34][C@H:13]1[C:14]([NH:16][CH2:17][C:18]1[CH:23]=[C:22]([Cl:24])[CH:21]=[CH:20][C:19]=1[CH2:25][NH:26]C(OC(C)(C)C)=O)=[O:15])=[O:11])=O)C(C)(C)C.Cl. Product: [C:40]1([CH:37]2[CH2:38][CH2:39][NH:8][C@@H:9]2[C:10]([N:12]2[CH2:36][CH2:35][CH2:34][C@H:13]2[C:14]([NH:16][CH2:17][C:18]2[CH:23]=[C:22]([Cl:24])[CH:21]=[CH:20][C:19]=2[CH2:25][NH2:26])=[O:15])=[O:11])[CH:41]=[CH:42][CH:43]=[CH:44][CH:45]=1. The catalyst class is: 275.